This data is from Reaction yield outcomes from USPTO patents with 853,638 reactions. The task is: Predict the reaction yield, written as a fraction of the theoretical maximum amount of product (1.0 means a 100% yield; for example, 0.34 means a 34% yield). (1) The reactants are Br[C:2]1[CH:3]=[CH:4][C:5]2[N:6]([CH:8]=[C:9]([C:11]3[CH:12]=[CH:13][C:14]([C:24]([F:27])([F:26])[F:25])=[C:15]([NH:17][C:18](=[O:23])[C:19]([CH3:22])([CH3:21])[CH3:20])[CH:16]=3)[N:10]=2)[CH:7]=1.[F:28][C:29]1[CH:34]=[CH:33][CH:32]=[CH:31][C:30]=1B(O)O.C([O-])([O-])=O.[Na+].[Na+]. The catalyst is Cl[Pd](Cl)([P](C1C=CC=CC=1)(C1C=CC=CC=1)C1C=CC=CC=1)[P](C1C=CC=CC=1)(C1C=CC=CC=1)C1C=CC=CC=1.C(O)(C)C.O. The product is [F:28][C:29]1[CH:34]=[CH:33][CH:32]=[CH:31][C:30]=1[C:2]1[CH:3]=[CH:4][C:5]2[N:6]([CH:8]=[C:9]([C:11]3[CH:12]=[CH:13][C:14]([C:24]([F:26])([F:27])[F:25])=[C:15]([NH:17][C:18](=[O:23])[C:19]([CH3:22])([CH3:20])[CH3:21])[CH:16]=3)[N:10]=2)[CH:7]=1. The yield is 0.550. (2) The reactants are [Cl:1][C:2]1[CH:7]=[CH:6][CH:5]=[C:4]([Cl:8])[C:3]=1[CH2:9][C:10](Cl)=[O:11].[N+](=[CH2:15])=[N-].CCOCC.[BrH:21]. No catalyst specified. The product is [Br:21][CH2:15][C:10](=[O:11])[CH2:9][C:3]1[C:2]([Cl:1])=[CH:7][CH:6]=[CH:5][C:4]=1[Cl:8]. The yield is 0.660. (3) The reactants are [Br:1][C:2]1[CH:9]=[CH:8][C:5]([CH:6]=[O:7])=[CH:4][CH:3]=1.[CH2:10](O)[CH2:11][OH:12].O. The catalyst is C1(C)C=CC=CC=1.CC1C=CC(S(O)(=O)=O)=CC=1.O. The product is [Br:1][C:2]1[CH:9]=[CH:8][C:5]([CH:6]2[O:12][CH2:11][CH2:10][O:7]2)=[CH:4][CH:3]=1. The yield is 0.990. (4) The reactants are C(N(CC)CC)(C)C.[Si:9]([O:16][C:17]1[CH:26]=[C:25]2[C:20]([C:21]([CH3:29])=[CH:22][C:23]([CH3:28])([CH3:27])[NH:24]2)=[CH:19][CH:18]=1)([C:12]([CH3:15])([CH3:14])[CH3:13])([CH3:11])[CH3:10].I[CH:31]([CH3:40])[CH2:32][C:33]([O:35][C:36]([CH3:39])([CH3:38])[CH3:37])=[O:34]. The product is [C:36]([O:35][C:33]([CH2:32][CH2:31][CH2:40][N:24]1[C:25]2[C:20](=[CH:19][CH:18]=[C:17]([O:16][Si:9]([C:12]([CH3:15])([CH3:14])[CH3:13])([CH3:11])[CH3:10])[CH:26]=2)[C:21]([CH3:29])=[CH:22][C:23]1([CH3:28])[CH3:27])=[O:34])([CH3:39])([CH3:38])[CH3:37]. The yield is 0.270. The catalyst is C(OCC)C.